Predict the reactants needed to synthesize the given product. From a dataset of Full USPTO retrosynthesis dataset with 1.9M reactions from patents (1976-2016). (1) Given the product [CH3:34][Si:33]([CH3:36])([CH3:35])[CH2:32][CH2:31][O:30][CH2:29][N:28]1[C:24]([C:2]2[CH:15]=[CH:14][C:5]([O:6][C:7]3[CH:12]=[CH:11][C:10]([OH:13])=[CH:9][CH:8]=3)=[CH:4][CH:3]=2)=[CH:25][CH:26]=[N:27]1, predict the reactants needed to synthesize it. The reactants are: Br[C:2]1[CH:15]=[CH:14][C:5]([O:6][C:7]2[CH:12]=[CH:11][C:10]([OH:13])=[CH:9][CH:8]=2)=[CH:4][CH:3]=1.CC1(C)C(C)(C)OB([C:24]2[N:28]([CH2:29][O:30][CH2:31][CH2:32][Si:33]([CH3:36])([CH3:35])[CH3:34])[N:27]=[CH:26][CH:25]=2)O1.O.CCOC(C)=O. (2) Given the product [NH3:1].[CH:56]([N:53]1[CH2:54][CH2:55][N:50]([C:47]2[CH:48]=[CH:49][C:44]([NH:43][C:37]3[C:38]4[N:39]([CH:40]=[CH:41][N:42]=4)[C:34]([C:67]4[CH:68]=[C:69]([C:72]([NH2:74])=[O:73])[O:70][CH:71]=4)=[CH:35][N:36]=3)=[CH:45][CH:46]=2)[CH2:51][CH2:52]1)([CH3:58])[CH3:57], predict the reactants needed to synthesize it. The reactants are: [N:1]1(C2C=CC(NC3C4N(C=CN=4)C(C4C=C5C(=CC=4)C(=O)NC5)=CN=3)=CC=2)CCOCC1.Br[C:34]1[N:39]2[CH:40]=[CH:41][N:42]=[C:38]2[C:37]([NH:43][C:44]2[CH:49]=[CH:48][C:47]([N:50]3[CH2:55][CH2:54][N:53]([CH:56]([CH3:58])[CH3:57])[CH2:52][CH2:51]3)=[CH:46][CH:45]=2)=[N:36][CH:35]=1.CC1(C)C(C)(C)OB([C:67]2[CH:68]=[C:69]([C:72]([NH2:74])=[O:73])[O:70][CH:71]=2)O1.C([O-])([O-])=O.[Na+].[Na+]. (3) Given the product [Cl:1][C:2]1[C:7]([Cl:8])=[CH:6][CH:5]=[CH:4][C:3]=1[C:9]1([OH:15])[CH2:14][CH2:13][N:12]([CH2:23][CH2:24][CH3:25])[CH2:11][CH2:10]1, predict the reactants needed to synthesize it. The reactants are: [Cl:1][C:2]1[C:7]([Cl:8])=[CH:6][CH:5]=[CH:4][C:3]=1[C:9]1([OH:15])[CH2:14][CH2:13][NH:12][CH2:11][CH2:10]1.C(=O)([O-])[O-].[K+].[K+].I[CH2:23][CH2:24][CH3:25].Cl.